This data is from Catalyst prediction with 721,799 reactions and 888 catalyst types from USPTO. The task is: Predict which catalyst facilitates the given reaction. (1) Reactant: Cl[C:2]1[CH:7]=[CH:6][C:5]([O:8][CH2:9][CH:10]2[CH2:15][CH2:14][N:13]([CH2:16][C:17]([CH2:21][CH3:22])([F:20])[CH2:18][CH3:19])[CH2:12][CH2:11]2)=[CH:4][N:3]=1.[CH2:23]([O:25][C:26]([C:28]1[CH:33]=[CH:32][C:31](B(O)O)=[CH:30][C:29]=1[F:37])=[O:27])[CH3:24].C([O-])([O-])=O.[Na+].[Na+]. Product: [CH2:18]([C:17]([F:20])([CH2:21][CH3:22])[CH2:16][N:13]1[CH2:14][CH2:15][CH:10]([CH2:9][O:8][C:5]2[CH:6]=[CH:7][C:2]([C:31]3[CH:32]=[CH:33][C:28]([C:26]([O:25][CH2:23][CH3:24])=[O:27])=[C:29]([F:37])[CH:30]=3)=[N:3][CH:4]=2)[CH2:11][CH2:12]1)[CH3:19]. The catalyst class is: 622. (2) Reactant: [NH2:1][C:2]1[CH:11]=[CH:10][C:9]2[C:8]3[C:12]4[N:19](C(OC(C)(C)C)=O)[CH2:18][C@@H:17]([CH3:27])[NH:16][C:15](=[O:28])[C:13]=4[S:14][C:7]=3[CH:6]=[CH:5][C:4]=2[N:3]=1.FC(F)(F)C(O)=O. Product: [NH2:1][C:2]1[CH:11]=[CH:10][C:9]2[C:8]3[C:12]4[NH:19][CH2:18][C@@H:17]([CH3:27])[NH:16][C:15](=[O:28])[C:13]=4[S:14][C:7]=3[CH:6]=[CH:5][C:4]=2[N:3]=1. The catalyst class is: 4. (3) Reactant: [BH4-].[Na+].[CH3:3][S:4][C:5]1[N:10]=[C:9]([C:11]2[S:15][C:14](/[CH:16]=[CH:17]/[C:18](=[O:20])[CH3:19])=[CH:13][CH:12]=2)[CH:8]=[CH:7][N:6]=1. Product: [CH3:3][S:4][C:5]1[N:10]=[C:9]([C:11]2[S:15][C:14](/[CH:16]=[CH:17]/[CH:18]([OH:20])[CH3:19])=[CH:13][CH:12]=2)[CH:8]=[CH:7][N:6]=1. The catalyst class is: 5.